Dataset: Forward reaction prediction with 1.9M reactions from USPTO patents (1976-2016). Task: Predict the product of the given reaction. (1) Given the reactants [CH3:1][N:2]1[CH2:6][CH2:5][CH:4]([O:7][C:8]2[CH:13]=[C:12]([C:14]([F:17])([F:16])[F:15])[CH:11]=[C:10]([N+:18]([O-])=O)[CH:9]=2)[CH2:3]1, predict the reaction product. The product is: [CH3:1][N:2]1[CH2:6][CH2:5][CH:4]([O:7][C:8]2[CH:9]=[C:10]([CH:11]=[C:12]([C:14]([F:15])([F:16])[F:17])[CH:13]=2)[NH2:18])[CH2:3]1. (2) Given the reactants [NH:1]1[CH2:4][CH:3]([C:5]2[CH:10]=[CH:9][C:8]([C:11]3[CH2:15][C:14]([C:20]4[CH:25]=[C:24]([C:26]([F:29])([F:28])[F:27])[C:23]([Cl:30])=[C:22]([Cl:31])[CH:21]=4)([C:16]([F:19])([F:18])[F:17])[O:13][N:12]=3)=[CH:7][CH:6]=2)[CH2:2]1.C(N(CC)CC)C.[N:39]([CH3:42])=[C:40]=[O:41], predict the reaction product. The product is: [Cl:31][C:22]1[CH:21]=[C:20]([C:14]2([C:16]([F:17])([F:18])[F:19])[O:13][N:12]=[C:11]([C:8]3[CH:9]=[CH:10][C:5]([CH:3]4[CH2:4][N:1]([C:40]([NH:39][CH3:42])=[O:41])[CH2:2]4)=[CH:6][CH:7]=3)[CH2:15]2)[CH:25]=[C:24]([C:26]([F:29])([F:28])[F:27])[C:23]=1[Cl:30]. (3) Given the reactants Cl[Si](C)(C)C.[F:6][C:7]1[CH:12]=[CH:11][C:10]([C:13](=[O:31])[CH2:14][CH2:15][CH2:16][C:17]([N:19]2[C@@H:23]([C:24]3[CH:29]=[CH:28][CH:27]=[CH:26][CH:25]=3)[CH2:22][O:21][C:20]2=[O:30])=[O:18])=[CH:9][CH:8]=1.[CH2:32](O)[CH2:33][OH:34].C(=O)([O-])O.[Na+], predict the reaction product. The product is: [F:6][C:7]1[CH:12]=[CH:11][C:10]([C:13]2([CH2:14][CH2:15][CH2:16][C:17]([N:19]3[C@@H:23]([C:24]4[CH:25]=[CH:26][CH:27]=[CH:28][CH:29]=4)[CH2:22][O:21][C:20]3=[O:30])=[O:18])[O:34][CH2:33][CH2:32][O:31]2)=[CH:9][CH:8]=1. (4) Given the reactants Br[C:2]1[CH:3]=[CH:4][C:5]([CH2:8][NH:9][CH:10]2[CH2:15][CH2:14][N:13]([C:16]([O:18][C:19]([CH3:22])([CH3:21])[CH3:20])=[O:17])[CH2:12][CH2:11]2)=[N:6][CH:7]=1.[CH3:23][S:24]([C:27]1[CH:32]=[CH:31][C:30](B(O)O)=[CH:29][CH:28]=1)(=[O:26])=[O:25].C([O-])([O-])=O.[K+].[K+].O1CCOCC1, predict the reaction product. The product is: [CH3:23][S:24]([C:27]1[CH:32]=[CH:31][C:30]([C:2]2[CH:3]=[CH:4][C:5]([CH2:8][NH:9][CH:10]3[CH2:15][CH2:14][N:13]([C:16]([O:18][C:19]([CH3:22])([CH3:21])[CH3:20])=[O:17])[CH2:12][CH2:11]3)=[N:6][CH:7]=2)=[CH:29][CH:28]=1)(=[O:26])=[O:25]. (5) Given the reactants [F:1][C:2]1[CH:3]=[C:4]([C:8](=O)[CH2:9][CH2:10][CH2:11][CH2:12][N:13]2[CH2:18][CH2:17][CH:16]([C:19]3[CH:20]=[C:21]([NH:25][C:26](=[O:30])[CH:27]([CH3:29])[CH3:28])[CH:22]=[CH:23][CH:24]=3)[CH2:15][CH2:14]2)[CH:5]=[CH:6][CH:7]=1.Cl.[CH3:33][C:34]1[CH:39]=[CH:38][CH:37]=[CH:36][C:35]=1[NH:40]N, predict the reaction product. The product is: [F:1][C:2]1[CH:3]=[C:4]([C:8]2[NH:40][C:35]3[C:36]([C:9]=2[CH2:10][CH2:11][CH2:12][N:13]2[CH2:18][CH2:17][CH:16]([C:19]4[CH:20]=[C:21]([NH:25][C:26](=[O:30])[CH:27]([CH3:29])[CH3:28])[CH:22]=[CH:23][CH:24]=4)[CH2:15][CH2:14]2)=[CH:37][CH:38]=[CH:39][C:34]=3[CH3:33])[CH:5]=[CH:6][CH:7]=1. (6) Given the reactants F[C:2]1[CH:3]=[CH:4][C:5]([CH:8]=[O:9])=[N:6][CH:7]=1.Cl.[CH3:11][NH:12][CH3:13].CCN(C(C)C)C(C)C, predict the reaction product. The product is: [CH3:11][N:12]([CH3:13])[C:2]1[CH:3]=[CH:4][C:5]([CH:8]=[O:9])=[N:6][CH:7]=1.